Predict which catalyst facilitates the given reaction. From a dataset of Catalyst prediction with 721,799 reactions and 888 catalyst types from USPTO. (1) Reactant: Br[CH2:2][C:3]([C:5]1[N:6]=[N:7][C:8]([NH:11][CH2:12][C:13]([C:16]2[CH:21]=[CH:20][C:19]([F:22])=[CH:18][CH:17]=2)([CH3:15])[CH3:14])=[CH:9][CH:10]=1)=O.[C:23]([NH:26][C:27]([NH2:29])=[NH:28])(=[O:25])[CH3:24]. Product: [F:22][C:19]1[CH:20]=[CH:21][C:16]([C:13]([CH3:15])([CH3:14])[CH2:12][NH:11][C:8]2[N:7]=[N:6][C:5]([C:3]3[N:28]=[C:27]([NH:26][C:23](=[O:25])[CH3:24])[NH:29][CH:2]=3)=[CH:10][CH:9]=2)=[CH:17][CH:18]=1. The catalyst class is: 10. (2) Reactant: C(=O)([O-])[O-].[Cs+].[Cs+].[Cl:7][C:8]1[N:15]=[C:14]([CH:16]2[CH2:20][CH2:19][CH2:18][CH2:17]2)[CH:13]=[C:12]([C:21]2[CH:26]=[CH:25][C:24]([OH:27])=[CH:23][CH:22]=2)[C:9]=1[C:10]#[N:11].[CH2:28](Br)[C:29]1[CH:34]=[CH:33][CH:32]=[CH:31][CH:30]=1. Product: [CH2:28]([O:27][C:24]1[CH:23]=[CH:22][C:21]([C:12]2[C:9]([C:10]#[N:11])=[C:8]([Cl:7])[N:15]=[C:14]([CH:16]3[CH2:17][CH2:18][CH2:19][CH2:20]3)[CH:13]=2)=[CH:26][CH:25]=1)[C:29]1[CH:34]=[CH:33][CH:32]=[CH:31][CH:30]=1. The catalyst class is: 148. (3) Reactant: C[O:2][C:3]([C:5]1[C:14]([OH:15])=[C:13]2[C:8]([CH2:9][CH:10]([CH3:17])[O:11][C:12]2=[O:16])=[CH:7][CH:6]=1)=[O:4].[OH-].[Na+]. Product: [OH:15][C:14]1[C:5]([C:3]([OH:4])=[O:2])=[CH:6][CH:7]=[C:8]2[C:13]=1[C:12](=[O:16])[O:11][CH:10]([CH3:17])[CH2:9]2. The catalyst class is: 8. (4) Reactant: [Si]([O:8][CH2:9][C:10]1([CH2:41][O:42][Si](C(C)(C)C)(C)C)[O:14][N:13]=[C:12]([C:15]2[CH:20]=[CH:19][C:18]([C:21]3[CH:26]=[CH:25][C:24]([N:27]4[CH2:31][C@H:30]([CH2:32][N:33]5[CH:37]=[CH:36][N:35]=[N:34]5)[O:29][C:28]4=[O:38])=[CH:23][C:22]=3[F:39])=[C:17]([F:40])[CH:16]=2)[CH2:11]1)(C(C)(C)C)(C)C.[F-].O. Product: [OH:42][CH2:41][C:10]1([CH2:9][OH:8])[O:14][N:13]=[C:12]([C:15]2[CH:20]=[CH:19][C:18]([C:21]3[CH:26]=[CH:25][C:24]([N:27]4[CH2:31][C@H:30]([CH2:32][N:33]5[CH:37]=[CH:36][N:35]=[N:34]5)[O:29][C:28]4=[O:38])=[CH:23][C:22]=3[F:39])=[C:17]([F:40])[CH:16]=2)[CH2:11]1. The catalyst class is: 7. (5) Reactant: C([Li])CCC.CCCCCC.[N:12]1[CH:17]=[CH:16][C:15]([NH:18][C:19](=[O:25])[O:20][C:21]([CH3:24])([CH3:23])[CH3:22])=[CH:14][CH:13]=1.CN(C)CCN(C)C.[B:34](OC)([O:37]C)[O:35]C.[Cl-].[NH4+]. Product: [C:21]([O:20][C:19]([NH:18][C:15]1[CH:14]=[CH:13][N:12]=[CH:17][C:16]=1[B:34]([OH:37])[OH:35])=[O:25])([CH3:22])([CH3:24])[CH3:23]. The catalyst class is: 7. (6) Reactant: [N:1]1[CH:6]=[CH:5][CH:4]=[CH:3][C:2]=1[C:7]1[CH:8]=[N:9][NH:10][C:11]=1[NH2:12].[O:13]1[C:17]2[CH:18]=[CH:19][C:20]([C:22](=O)[CH2:23][C:24](OCC)=[O:25])=[CH:21][C:16]=2[O:15][CH2:14]1. Product: [O:13]1[C:17]2[CH:18]=[CH:19][C:20]([C:22]3[NH:12][C:11]4[N:10]([N:9]=[CH:8][C:7]=4[C:2]4[CH:3]=[CH:4][CH:5]=[CH:6][N:1]=4)[C:24](=[O:25])[CH:23]=3)=[CH:21][C:16]=2[O:15][CH2:14]1. The catalyst class is: 15. (7) Product: [CH:23]1([N:22]2[C:21]3[CH:29]=[CH:30][C:31]([C:33]([OH:35])=[O:34])=[CH:32][C:20]=3[N:19]=[C:18]2[C:13]2[CH:14]=[C:15]3[C:10](=[CH:11][CH:12]=2)[N:9]=[C:74]([C:69]2[CH:68]=[C:67]([OH:66])[CH:72]=[C:71]([OH:73])[CH:70]=2)[CH:75]=[CH:16]3)[CH2:24][CH2:25][CH2:26][CH2:27][CH2:28]1. Reactant: BrC1C=CC(O)=C(C2C=[CH:16][C:15]3[C:10](=[CH:11][CH:12]=[C:13]([C:18]4[N:22]([CH:23]5[CH2:28][CH2:27][CH2:26][CH2:25][CH2:24]5)[C:21]5[CH:29]=[CH:30][C:31]([C:33]([OH:35])=[O:34])=[CH:32][C:20]=5[N:19]=4)[CH:14]=3)[N:9]=2)C=1.C(OC(C1C=CC2N(C3CCCCC3)C(C3C=CC(N)=C(C=O)C=3)=NC=2C=1)=O)C.[OH:66][C:67]1[CH:68]=[C:69]([C:74](=O)[CH3:75])[CH:70]=[C:71]([OH:73])[CH:72]=1.[OH-].[K+]. The catalyst class is: 8.